The task is: Predict the reactants needed to synthesize the given product.. This data is from Retrosynthesis with 50K atom-mapped reactions and 10 reaction types from USPTO. (1) Given the product CSc1ncc2c(n1)CCN(c1cccc(C(=O)Nc3cccc(C(C)C)c3)n1)C2, predict the reactants needed to synthesize it. The reactants are: CC(C)c1cccc(N)c1.CSc1ncc2c(n1)CCN(c1cccc(C(=O)O)n1)C2. (2) Given the product O=C(OCc1ccccc1)N(CCC(=O)N(CCN(CCc1ccc(O)c2[nH]c(=O)sc12)C(=O)OCc1ccccc1)C1CCCCCC1)CCc1ccccc1, predict the reactants needed to synthesize it. The reactants are: O=C(Cl)CCN(CCc1ccccc1)C(=O)OCc1ccccc1.O=C(OCc1ccccc1)N(CCNC1CCCCCC1)CCc1ccc(O)c2[nH]c(=O)sc12. (3) Given the product Cc1nc(N(C)c2ccc(C(=O)O)cc2)c2ccccc2n1, predict the reactants needed to synthesize it. The reactants are: CNc1ccc(C(=O)O)cc1.Cc1nc(Cl)c2ccccc2n1. (4) Given the product C=CO, predict the reactants needed to synthesize it. The reactants are: C=COC(C)=O. (5) Given the product CCn1cc2c(Oc3cnc(C(=O)N4CCC4)cn3)cc(C(=O)OC)cc2n1, predict the reactants needed to synthesize it. The reactants are: CCn1cc2c(O)cc(C(=O)OC)cc2n1.O=C(c1cnc(Cl)cn1)N1CCC1. (6) Given the product Cc1ccc2c(Nc3ccc(Cl)cc3)nccc2c1Oc1ncccc1-c1ncnc2[nH]cnc12, predict the reactants needed to synthesize it. The reactants are: COc1ccc(Cn2cnc3c(-c4cccnc4Oc4c(C)ccc5c(Nc6ccc(Cl)cc6)nccc45)ncnc32)cc1. (7) Given the product CNC(=O)N1CCCCC(Sc2ccc(Cl)cc2)C1=O, predict the reactants needed to synthesize it. The reactants are: CN=C=O.O=C1NCCCCC1Sc1ccc(Cl)cc1.